From a dataset of Full USPTO retrosynthesis dataset with 1.9M reactions from patents (1976-2016). Predict the reactants needed to synthesize the given product. (1) Given the product [C:2]([C:4]1([NH:7][C:8]([C@@H:10]2[CH2:14][C@@H:13]([S:15]([C:18]3[CH:23]=[CH:22][CH:21]=[CH:20][C:19]=3[Cl:24])(=[O:17])=[O:16])[CH2:12][N:11]2[CH:34]=[O:35])=[O:9])[CH2:6][CH2:5]1)#[N:3], predict the reactants needed to synthesize it. The reactants are: Cl.[C:2]([C:4]1([NH:7][C:8]([C@@H:10]2[CH2:14][C@@H:13]([S:15]([C:18]3[CH:23]=[CH:22][CH:21]=[CH:20][C:19]=3[Cl:24])(=[O:17])=[O:16])[CH2:12][NH:11]2)=[O:9])[CH2:6][CH2:5]1)#[N:3].C(N(CC)C(C)C)(C)C.[CH:34](OC1C=CC([N+]([O-])=O)=CC=1)=[O:35]. (2) Given the product [CH2:22]([O:21][C:13]1[CH:14]=[C:15]2[C:20](=[C:11]([NH:10][C:8](=[O:9])[CH2:7][CH2:6][CH2:5][CH2:4][CH2:3][NH:2][S:29](=[O:31])(=[O:30])[NH2:32])[CH:12]=1)[N:19]=[CH:18][CH:17]=[CH:16]2)[C:23]1[CH:28]=[CH:27][CH:26]=[CH:25][CH:24]=1, predict the reactants needed to synthesize it. The reactants are: Cl.[NH2:2][CH2:3][CH2:4][CH2:5][CH2:6][CH2:7][C:8]([NH:10][C:11]1[CH:12]=[C:13]([O:21][CH2:22][C:23]2[CH:28]=[CH:27][CH:26]=[CH:25][CH:24]=2)[CH:14]=[C:15]2[C:20]=1[N:19]=[CH:18][CH:17]=[CH:16]2)=[O:9].[S:29](N)([NH2:32])(=[O:31])=[O:30]. (3) Given the product [Cl:1][C:2]1[CH:9]=[CH:8][CH:7]=[CH:6][C:3]=1[CH2:4][NH:13][CH:10]([CH3:12])[CH3:11], predict the reactants needed to synthesize it. The reactants are: [Cl:1][C:2]1[CH:9]=[CH:8][CH:7]=[CH:6][C:3]=1[CH:4]=O.[CH:10]([NH2:13])([CH3:12])[CH3:11].